Task: Predict the reaction yield, written as a fraction of the theoretical maximum amount of product (1.0 means a 100% yield; for example, 0.34 means a 34% yield).. Dataset: Reaction yield outcomes from USPTO patents with 853,638 reactions (1) The reactants are [NH2:1][C:2]1C(O)=NC=[N:6][C:7]=1[NH2:8].[OH-].[Na+].Br[CH:13](Br)[C:14](=O)[C:15]([F:18])([F:17])[F:16]. No catalyst specified. The product is [F:16][C:15]([F:18])([F:17])[C:14]1[N:1]=[CH:2][C:7]([NH2:8])=[N:6][CH:13]=1. The yield is 0.150. (2) The product is [Br:1][C:2]1[CH:3]=[CH:4][C:5]([CH3:12])=[C:6]([S:8]([NH2:14])(=[O:10])=[O:9])[CH:7]=1. The reactants are [Br:1][C:2]1[CH:3]=[CH:4][C:5]([CH3:12])=[C:6]([S:8](Cl)(=[O:10])=[O:9])[CH:7]=1.[OH-].[NH4+:14]. No catalyst specified. The yield is 0.550. (3) The reactants are [C:1](Cl)(Cl)=[S:2].[CH2:5]([C:7]1[C:12]([NH2:13])=[C:11]([CH2:14][CH3:15])[N:10]=[C:9]([CH3:16])[N:8]=1)[CH3:6]. The catalyst is O1CCCC1.C(=O)([O-])O.[Na+]. The product is [CH2:14]([C:11]1[C:12]([N:13]=[C:1]=[S:2])=[C:7]([CH2:5][CH3:6])[N:8]=[C:9]([CH3:16])[N:10]=1)[CH3:15]. The yield is 1.00. (4) The reactants are [NH2:1][C:2]1[CH:3]=[C:4]([CH:21]=[CH:22][CH:23]=1)[O:5][C:6]1[CH:7]=[CH:8][C:9]2[N:10]([CH:12]=[C:13]([NH:15][C:16]([CH:18]3[CH2:20][CH2:19]3)=[O:17])[N:14]=2)[N:11]=1.[F:24][C:25]([F:36])([F:35])[C:26]1[N:31]=[C:30]([C:32](O)=[O:33])[CH:29]=[CH:28][CH:27]=1.Cl.CN(C)CCCN=C=NCC.ON1C2C=CC=CC=2N=N1.[Cl-].[NH4+]. The catalyst is CN(C)C=O. The product is [CH:18]1([C:16]([NH:15][C:13]2[N:14]=[C:9]3[CH:8]=[CH:7][C:6]([O:5][C:4]4[CH:3]=[C:2]([NH:1][C:32]([C:30]5[CH:29]=[CH:28][CH:27]=[C:26]([C:25]([F:36])([F:24])[F:35])[N:31]=5)=[O:33])[CH:23]=[CH:22][CH:21]=4)=[N:11][N:10]3[CH:12]=2)=[O:17])[CH2:20][CH2:19]1. The yield is 0.850. (5) The reactants are COC([CH:5]1[CH2:11][CH2:10][N:9](C(OC(C)C)=O)[C:8]2[CH:18]=[C:19]([C:24]([F:27])([F:26])[F:25])[C:20]([CH2:22][CH3:23])=[CH:21][C:7]=2[C:6]1=[O:28])=O.[Cl-].[Na+]. The catalyst is CS(C)=O.O.C(OCC)(=O)C. The product is [CH2:22]([C:20]1[C:19]([C:24]([F:27])([F:25])[F:26])=[CH:18][C:8]2[NH:9][CH2:10][CH2:11][CH2:5][C:6](=[O:28])[C:7]=2[CH:21]=1)[CH3:23]. The yield is 0.610. (6) The reactants are Cl[C:2]1[CH:3]=[CH:4][C:5]2[O:14][CH2:13][CH2:12][C:11]3[CH:10]=[C:9]([C:15]4[N:16]([C:20]5[CH:25]=[CH:24][C:23]([F:26])=[CH:22][C:21]=5[F:27])[N:17]=[CH:18][N:19]=4)[S:8][C:7]=3[C:6]=2[N:28]=1.CC1(C)C(C)(C)OB([C:37]2[CH:38]=[CH:39][C:40]([NH:43][C:44](=[O:46])[CH3:45])=[N:41][CH:42]=2)O1.C([O-])([O-])=O.[Cs+].[Cs+]. The catalyst is C1C=CC(P(C2C=CC=CC=2)[C-]2C=CC=C2)=CC=1.C1C=CC(P(C2C=CC=CC=2)[C-]2C=CC=C2)=CC=1.Cl[Pd]Cl.[Fe+2].CC#N.O. The product is [F:27][C:21]1[CH:22]=[C:23]([F:26])[CH:24]=[CH:25][C:20]=1[N:16]1[C:15]([C:9]2[S:8][C:7]3[C:6]4[N:28]=[C:2]([C:37]5[CH:38]=[CH:39][C:40]([NH:43][C:44](=[O:46])[CH3:45])=[N:41][CH:42]=5)[CH:3]=[CH:4][C:5]=4[O:14][CH2:13][CH2:12][C:11]=3[CH:10]=2)=[N:19][CH:18]=[N:17]1. The yield is 0.150. (7) The reactants are [CH3:1][C:2]1[CH:3]=[C:4]([CH:8]=[CH:9][CH:10]=1)[C:5]([OH:7])=[O:6].S(=O)(=O)(O)O.[CH3:16]O. No catalyst specified. The product is [CH3:1][C:2]1[CH:3]=[C:4]([CH:8]=[CH:9][CH:10]=1)[C:5]([O:7][CH3:16])=[O:6]. The yield is 0.790.